Dataset: Catalyst prediction with 721,799 reactions and 888 catalyst types from USPTO. Task: Predict which catalyst facilitates the given reaction. (1) Reactant: F[P-](F)(F)(F)(F)F.N1(OC(N(C)C)=[N+](C)C)C2N=CC=CC=2N=N1.[C:25]([O:29][C:30]([N:32]1[CH2:37][CH:36]([C:38]2[CH:43]=[CH:42][CH:41]=[CH:40][CH:39]=2)[CH2:35][CH:34]([C:44](O)=[O:45])[CH2:33]1)=[O:31])([CH3:28])([CH3:27])[CH3:26].[N:47]1[CH:52]=[CH:51][C:50]([C:53]2[C:61]3[C:56](=[CH:57][CH:58]=[C:59]([NH2:62])[CH:60]=3)[N:55]([C:63]([C:76]3[CH:81]=[CH:80][CH:79]=[CH:78][CH:77]=3)([C:70]3[CH:75]=[CH:74][CH:73]=[CH:72][CH:71]=3)[C:64]3[CH:69]=[CH:68][CH:67]=[CH:66][CH:65]=3)[N:54]=2)=[CH:49][CH:48]=1.C(N(C(C)C)CC)(C)C. Product: [C:38]1([CH:36]2[CH2:35][CH:34]([C:44](=[O:45])[NH:62][C:59]3[CH:60]=[C:61]4[C:56](=[CH:57][CH:58]=3)[N:55]([C:63]([C:70]3[CH:71]=[CH:72][CH:73]=[CH:74][CH:75]=3)([C:76]3[CH:77]=[CH:78][CH:79]=[CH:80][CH:81]=3)[C:64]3[CH:69]=[CH:68][CH:67]=[CH:66][CH:65]=3)[N:54]=[C:53]4[C:50]3[CH:51]=[CH:52][N:47]=[CH:48][CH:49]=3)[CH2:33][N:32]([C:30]([O:29][C:25]([CH3:28])([CH3:27])[CH3:26])=[O:31])[CH2:37]2)[CH:39]=[CH:40][CH:41]=[CH:42][CH:43]=1. The catalyst class is: 3. (2) The catalyst class is: 385. Product: [Br:5][C:6]1[CH:21]=[CH:20][C:9]2[C:10]3[N:11]([CH:15]=[C:16]([I:18])[N:17]=3)[CH2:12][CH2:13][O:14][C:8]=2[CH:7]=1. Reactant: C([Mg]Br)C.[Br:5][C:6]1[CH:21]=[CH:20][C:9]2[C:10]3[N:11]([C:15](I)=[C:16]([I:18])[N:17]=3)[CH2:12][CH2:13][O:14][C:8]=2[CH:7]=1.[NH4+].[Cl-]. (3) Reactant: [Cl:1][C:2]1[C:7]2[CH2:8][NH:9][C:10](=[O:11])[C:6]=2[CH:5]=[C:4]([CH3:12])[N:3]=1.Cl[CH2:14][C:15]1[CH:16]=[C:17]([CH3:27])[C:18]([O:21][CH2:22][C:23]([F:26])([F:25])[F:24])=[N:19][CH:20]=1.[H-].[Na+].O. Product: [Cl:1][C:2]1[C:7]2[CH2:8][N:9]([CH2:14][C:15]3[CH:20]=[N:19][C:18]([O:21][CH2:22][C:23]([F:26])([F:25])[F:24])=[C:17]([CH3:27])[CH:16]=3)[C:10](=[O:11])[C:6]=2[CH:5]=[C:4]([CH3:12])[N:3]=1. The catalyst class is: 44. (4) Reactant: CS(C)=O.C(Cl)(=O)C(Cl)=O.[CH3:11][N:12]1[CH:20]=[C:19]2[C:14]([CH:15]=[CH:16][CH:17]=[C:18]2[CH2:21][OH:22])=[N:13]1.C(N(CC)CC)C.[NH4+].[Cl-]. Product: [CH3:11][N:12]1[CH:20]=[C:19]2[C:14]([CH:15]=[CH:16][CH:17]=[C:18]2[CH:21]=[O:22])=[N:13]1. The catalyst class is: 4. (5) Reactant: C(OC(=O)[NH:7][C:8]1[CH:13]=[CH:12][C:11]([C:14]([F:17])([F:16])[F:15])=[CH:10][C:9]=1[NH:18][C:19](=[O:35])[CH2:20][C:21](=O)[C:22]1[CH:27]=[CH:26][CH:25]=[C:24]([C:28]2[CH:33]=[CH:32][CH:31]=[CH:30][N:29]=2)[CH:23]=1)(C)(C)C.C(O)(C(F)(F)F)=O. Product: [N:29]1[CH:30]=[CH:31][CH:32]=[CH:33][C:28]=1[C:24]1[CH:23]=[C:22]([C:21]2[CH2:20][C:19](=[O:35])[NH:18][C:9]3[CH:10]=[C:11]([C:14]([F:17])([F:16])[F:15])[CH:12]=[CH:13][C:8]=3[N:7]=2)[CH:27]=[CH:26][CH:25]=1. The catalyst class is: 2. (6) Reactant: C([O:3][C:4]([C:6]1[C:7]([CH2:12][CH3:13])=[N:8][O:9][C:10]=1[CH3:11])=[O:5])C.[OH-].[Na+].Cl. Product: [CH2:12]([C:7]1[C:6]([C:4]([OH:5])=[O:3])=[C:10]([CH3:11])[O:9][N:8]=1)[CH3:13]. The catalyst class is: 636. (7) Reactant: C(N(CC)C(C)C)(C)C.[CH3:10][N:11]1[CH2:16][CH2:15][NH:14][CH2:13][CH:12]1[CH2:17][CH2:18][OH:19].F[C:21]1[CH:26]=[CH:25][C:24]([N+:27]([O-:29])=[O:28])=[C:23]([O:30][CH:31]([CH3:33])[CH3:32])[CH:22]=1. Product: [CH3:10][N:11]1[CH2:16][CH2:15][N:14]([C:21]2[CH:26]=[CH:25][C:24]([N+:27]([O-:29])=[O:28])=[C:23]([O:30][CH:31]([CH3:33])[CH3:32])[CH:22]=2)[CH2:13][CH:12]1[CH2:17][CH2:18][OH:19]. The catalyst class is: 10.